From a dataset of Experimental lipophilicity measurements (octanol/water distribution) for 4,200 compounds from AstraZeneca. Regression/Classification. Given a drug SMILES string, predict its absorption, distribution, metabolism, or excretion properties. Task type varies by dataset: regression for continuous measurements (e.g., permeability, clearance, half-life) or binary classification for categorical outcomes (e.g., BBB penetration, CYP inhibition). For this dataset (lipophilicity_astrazeneca), we predict Y. The drug is COc1cc(C(=O)Nc2ccc(N3CCOCC3)cc2)nc2c(N3CCN(C)CC3)cc(F)cc12. The Y is 3.85 logD.